This data is from Full USPTO retrosynthesis dataset with 1.9M reactions from patents (1976-2016). The task is: Predict the reactants needed to synthesize the given product. Given the product [F:29][C:27]1[CH:28]=[C:23]([NH:22][C:21]2[C:16]([C:11]3[N:12]=[C:13]([CH3:15])[N:14]=[C:9]([N:8]([CH2:7][C:6]4[CH:44]=[CH:45][C:3]([O:2][CH3:1])=[CH:4][CH:5]=4)[CH2:35][C:36]4[CH:37]=[CH:38][C:39]([O:42][CH3:43])=[CH:40][CH:41]=4)[N:10]=3)=[CH:17][C:18]([CH:32]([N:65]3[CH2:66][CH2:67][N:62]([S:59]([CH3:58])(=[O:61])=[O:60])[CH2:63][CH2:64]3)[CH3:33])=[CH:19][N:20]=2)[CH:24]=[N:25][C:26]=1[O:30][CH3:31], predict the reactants needed to synthesize it. The reactants are: [CH3:1][O:2][C:3]1[CH:45]=[CH:44][C:6]([CH2:7][N:8]([CH2:35][C:36]2[CH:41]=[CH:40][C:39]([O:42][CH3:43])=[CH:38][CH:37]=2)[C:9]2[N:14]=[C:13]([CH3:15])[N:12]=[C:11]([C:16]3[CH:17]=[C:18]([CH:32](O)[CH3:33])[CH:19]=[N:20][C:21]=3[NH:22][C:23]3[CH:24]=[N:25][C:26]([O:30][CH3:31])=[C:27]([F:29])[CH:28]=3)[N:10]=2)=[CH:5][CH:4]=1.C(N(CC)CC)C.CS(Cl)(=O)=O.[CH3:58][S:59]([N:62]1[CH2:67][CH2:66][NH:65][CH2:64][CH2:63]1)(=[O:61])=[O:60].